Dataset: NCI-60 drug combinations with 297,098 pairs across 59 cell lines. Task: Regression. Given two drug SMILES strings and cell line genomic features, predict the synergy score measuring deviation from expected non-interaction effect. (1) Drug 1: CCCS(=O)(=O)NC1=C(C(=C(C=C1)F)C(=O)C2=CNC3=C2C=C(C=N3)C4=CC=C(C=C4)Cl)F. Drug 2: CC12CCC(CC1=CCC3C2CCC4(C3CC=C4C5=CN=CC=C5)C)O. Cell line: MDA-MB-435. Synergy scores: CSS=38.0, Synergy_ZIP=4.90, Synergy_Bliss=10.4, Synergy_Loewe=-2.01, Synergy_HSA=10.1. (2) Drug 1: CC1=C(C=C(C=C1)C(=O)NC2=CC(=CC(=C2)C(F)(F)F)N3C=C(N=C3)C)NC4=NC=CC(=N4)C5=CN=CC=C5. Drug 2: CC1C(C(CC(O1)OC2CC(CC3=C2C(=C4C(=C3O)C(=O)C5=C(C4=O)C(=CC=C5)OC)O)(C(=O)CO)O)N)O.Cl. Cell line: M14. Synergy scores: CSS=33.9, Synergy_ZIP=-3.08, Synergy_Bliss=-0.544, Synergy_Loewe=-5.78, Synergy_HSA=0.572.